Regression/Classification. Given a drug SMILES string, predict its absorption, distribution, metabolism, or excretion properties. Task type varies by dataset: regression for continuous measurements (e.g., permeability, clearance, half-life) or binary classification for categorical outcomes (e.g., BBB penetration, CYP inhibition). Dataset: cyp3a4_veith. From a dataset of CYP3A4 inhibition data for predicting drug metabolism from PubChem BioAssay. (1) The drug is CN1CCC[C@@H]1c1cccnc1.O=C(O)c1ccccc1O.O=C([OH2+])c1ccccc1O.O=C([OH2+])c1ccccc1O.O=C([OH2+])c1ccccc1O.[Mn]. The result is 0 (non-inhibitor). (2) The drug is O=[N+]([O-])c1nccn1C[C@H](O)CN1CCCCC1. The result is 0 (non-inhibitor).